Dataset: NCI-60 drug combinations with 297,098 pairs across 59 cell lines. Task: Regression. Given two drug SMILES strings and cell line genomic features, predict the synergy score measuring deviation from expected non-interaction effect. (1) Drug 1: CN(C)C1=NC(=NC(=N1)N(C)C)N(C)C. Drug 2: CCC(=C(C1=CC=CC=C1)C2=CC=C(C=C2)OCCN(C)C)C3=CC=CC=C3.C(C(=O)O)C(CC(=O)O)(C(=O)O)O. Cell line: A549. Synergy scores: CSS=0.617, Synergy_ZIP=0.372, Synergy_Bliss=-0.609, Synergy_Loewe=-7.02, Synergy_HSA=-4.60. (2) Drug 1: CS(=O)(=O)OCCCCOS(=O)(=O)C. Drug 2: CCC1(C2=C(COC1=O)C(=O)N3CC4=CC5=C(C=CC(=C5CN(C)C)O)N=C4C3=C2)O.Cl. Cell line: A498. Synergy scores: CSS=28.0, Synergy_ZIP=-4.04, Synergy_Bliss=3.91, Synergy_Loewe=-10.5, Synergy_HSA=2.92.